From a dataset of Forward reaction prediction with 1.9M reactions from USPTO patents (1976-2016). Predict the product of the given reaction. (1) Given the reactants [CH2:1]([NH:3][C:4]([C:6]1[CH:7]=[CH:8][C:9]2[C:10](=[C:21]3[CH2:26][CH2:25][N:24](C(=O)C(F)(F)F)[CH2:23][CH2:22]3)[C:11]3[C:16]([O:17][C:18]=2[CH:19]=1)=[C:15]([OH:20])[CH:14]=[CH:13][CH:12]=3)=[O:5])[CH3:2].C([O-])([O-])=O.[K+].[K+], predict the reaction product. The product is: [CH2:1]([NH:3][C:4]([C:6]1[CH:7]=[CH:8][C:9]2[C:10](=[C:21]3[CH2:26][CH2:25][NH:24][CH2:23][CH2:22]3)[C:11]3[C:16]([O:17][C:18]=2[CH:19]=1)=[C:15]([OH:20])[CH:14]=[CH:13][CH:12]=3)=[O:5])[CH3:2]. (2) Given the reactants F[C:2]1[CH:7]=[CH:6][C:5]([N+:8]([O-:10])=[O:9])=[CH:4][CH:3]=1.[Cl:11][C:12]1[CH:17]=[C:16]([C:18]#[N:19])[CH:15]=[CH:14][C:13]=1[OH:20].C(=O)([O-])[O-].[K+].[K+].O, predict the reaction product. The product is: [Cl:11][C:12]1[CH:17]=[C:16]([CH:15]=[CH:14][C:13]=1[O:20][C:2]1[CH:7]=[CH:6][C:5]([N+:8]([O-:10])=[O:9])=[CH:4][CH:3]=1)[C:18]#[N:19].